From a dataset of Catalyst prediction with 721,799 reactions and 888 catalyst types from USPTO. Predict which catalyst facilitates the given reaction. (1) Reactant: [NH2:1][C:2]1[CH:7]=[CH:6][C:5]([C:8]2[N:9]([CH2:24][CH3:25])[C:10]3[C:15]([C:16]=2[C:17]#[N:18])=[CH:14][CH:13]=[C:12]([O:19][C:20]([F:23])([F:22])[F:21])[CH:11]=3)=[CH:4][CH:3]=1.[CH2:26]([S:28](Cl)(=[O:30])=[O:29])[CH3:27]. Product: [C:17]([C:16]1[C:15]2[C:10](=[CH:11][C:12]([O:19][C:20]([F:23])([F:21])[F:22])=[CH:13][CH:14]=2)[N:9]([CH2:24][CH3:25])[C:8]=1[C:5]1[CH:4]=[CH:3][C:2]([NH:1][S:28]([CH2:26][CH3:27])(=[O:30])=[O:29])=[CH:7][CH:6]=1)#[N:18]. The catalyst class is: 228. (2) The catalyst class is: 12. Reactant: Br[C:2]1[N:3]=[C:4]2[CH:10]=[CH:9][N:8]([S:11]([C:14]3[CH:19]=[CH:18][C:17]([CH3:20])=[CH:16][CH:15]=3)(=[O:13])=[O:12])[C:5]2=[N:6][CH:7]=1.[CH:21]([NH2:24])([CH3:23])[CH3:22].C(=O)([O-])[O-].[Cs+].[Cs+].C1C=CC(P(C2C(C3C(P(C4C=CC=CC=4)C4C=CC=CC=4)=CC=C4C=3C=CC=C4)=C3C(C=CC=C3)=CC=2)C2C=CC=CC=2)=CC=1. Product: [CH:21]([NH:24][C:2]1[N:3]=[C:4]2[CH:10]=[CH:9][N:8]([S:11]([C:14]3[CH:19]=[CH:18][C:17]([CH3:20])=[CH:16][CH:15]=3)(=[O:13])=[O:12])[C:5]2=[N:6][CH:7]=1)([CH3:23])[CH3:22]. (3) The catalyst class is: 6. Product: [CH3:14][C:12]1[S:11][C:9]2[N:10]=[C:5]([O:4][S:28]([CH:27]=[CH2:26])(=[O:30])=[O:29])[N:6]=[C:7]([C:15]3[CH:20]=[CH:19][CH:18]=[C:17]([C:21]([F:24])([F:23])[F:22])[CH:16]=3)[C:8]=2[CH:13]=1. Reactant: C(Cl)Cl.[OH:4][C:5]1[N:6]=[C:7]([C:15]2[CH:20]=[CH:19][CH:18]=[C:17]([C:21]([F:24])([F:23])[F:22])[CH:16]=2)[C:8]2[CH:13]=[C:12]([CH3:14])[S:11][C:9]=2[N:10]=1.Cl[CH2:26][CH2:27][S:28](Cl)(=[O:30])=[O:29].C(N(CC)CC)C. (4) Reactant: FC(F)(F)C(O)=O.[ClH:8].O1CCOCC1.[C:15]([NH:23][C:24]1[CH:32]=[C:31]([N:33]2[C:37]3[CH:38]=[CH:39][CH:40]=[CH:41][C:36]=3[N:35]=[CH:34]2)[CH:30]=[CH:29][C:25]=1[C:26]([OH:28])=[O:27])(=[O:22])[C:16]1[CH:21]=[CH:20][CH:19]=[CH:18][CH:17]=1. Product: [ClH:8].[C:15]([NH:23][C:24]1[CH:32]=[C:31]([N:33]2[C:37]3[CH:38]=[CH:39][CH:40]=[CH:41][C:36]=3[N:35]=[CH:34]2)[CH:30]=[CH:29][C:25]=1[C:26]([OH:28])=[O:27])(=[O:22])[C:16]1[CH:17]=[CH:18][CH:19]=[CH:20][CH:21]=1. The catalyst class is: 13. (5) Reactant: [Br:1][C:2]1[C:15]2[S:14][C:13]3[C:8](=[CH:9][C:10]([N+:16]([O-])=O)=[CH:11][CH:12]=3)[S:7][C:6]=2[CH:5]=[CH:4][CH:3]=1. Product: [Br:1][C:2]1[CH:3]=[CH:4][CH:5]=[C:6]2[C:15]=1[S:14][C:13]1[CH:12]=[CH:11][C:10]([NH2:16])=[CH:9][C:8]=1[S:7]2. The catalyst class is: 183. (6) Reactant: [Br:1][C:2]1[C:3]([CH3:13])=[N:4][C:5]2[C:10]([CH:11]=1)=[C:9]([F:12])[CH:8]=[CH:7][CH:6]=2.C1C(=O)N([Br:21])C(=O)C1. Product: [Br:1][C:2]1[C:3]([CH2:13][Br:21])=[N:4][C:5]2[C:10]([CH:11]=1)=[C:9]([F:12])[CH:8]=[CH:7][CH:6]=2. The catalyst class is: 313. (7) Reactant: [CH2:1]([N:3]([CH:14]1[CH2:23][CH2:22][C:17]2(OCC[O:18]2)[CH2:16][CH2:15]1)[C:4](=[O:13])[O:5][CH2:6][C:7]1[CH:12]=[CH:11][CH:10]=[CH:9][CH:8]=1)[CH3:2].Cl. The catalyst class is: 10. Product: [CH2:1]([N:3]([CH:14]1[CH2:23][CH2:22][C:17](=[O:18])[CH2:16][CH2:15]1)[C:4](=[O:13])[O:5][CH2:6][C:7]1[CH:12]=[CH:11][CH:10]=[CH:9][CH:8]=1)[CH3:2]. (8) Reactant: CC([O-])(C)C.[K+].CC(=[N:10]O)C.F[C:13]1[CH:20]=[CH:19][C:18]([CH3:21])=[CH:17][C:14]=1[C:15]#[N:16].Cl.[OH-:23].[Na+]. Product: [CH3:21][C:18]1[CH:19]=[CH:20][C:13]2[O:23][N:16]=[C:15]([NH2:10])[C:14]=2[CH:17]=1. The catalyst class is: 636.